Predict the product of the given reaction. From a dataset of Forward reaction prediction with 1.9M reactions from USPTO patents (1976-2016). The product is: [Cl:1][C:2]1[CH:3]=[CH:4][C:5]([CH:8]([C:15]2[CH:16]=[CH:17][CH:18]=[CH:19][CH:20]=2)[N:9]2[CH2:10][CH2:11][N:12]([C:40](=[O:41])[CH2:39][N:23]3[CH2:24][CH2:25][C:26]([C:27]4[CH:32]=[CH:31][CH:30]=[CH:29][CH:28]=4)([C:33]4[CH:38]=[CH:37][CH:36]=[CH:35][CH:34]=4)[C:22]3=[O:21])[CH2:13][CH2:14]2)=[CH:6][CH:7]=1. Given the reactants [Cl:1][C:2]1[CH:7]=[CH:6][C:5]([CH:8]([C:15]2[CH:20]=[CH:19][CH:18]=[CH:17][CH:16]=2)[N:9]2[CH2:14][CH2:13][NH:12][CH2:11][CH2:10]2)=[CH:4][CH:3]=1.[O:21]=[C:22]1[C:26]([C:33]2[CH:38]=[CH:37][CH:36]=[CH:35][CH:34]=2)([C:27]2[CH:32]=[CH:31][CH:30]=[CH:29][CH:28]=2)[CH2:25][CH2:24][N:23]1[CH2:39][C:40](O)=[O:41].Cl.C(N=C=NCCCN(C)C)C, predict the reaction product.